The task is: Predict the reactants needed to synthesize the given product.. This data is from Full USPTO retrosynthesis dataset with 1.9M reactions from patents (1976-2016). (1) Given the product [CH3:18][CH:19]1[O:23][CH:22]([OH:24])[CH:21]([S:25][C:26]2[CH:31]=[CH:30][CH:29]=[CH:28][N:27]=2)[CH2:20]1, predict the reactants needed to synthesize it. The reactants are: [H-].C([Al+]CC(C)C)C(C)C.C1(C)C=CC=CC=1.[CH3:18][CH:19]1[O:23][C:22](=[O:24])[CH:21]([S:25][C:26]2[CH:31]=[CH:30][CH:29]=[CH:28][N:27]=2)[CH2:20]1.CO.C(C(C(C([O-])=O)O)O)([O-])=O.[Na+].[K+]. (2) Given the product [N+:1]([C:4]1[CH:5]=[C:6]([CH:25]=[CH:26][CH:27]=1)[CH2:7][S:8][CH2:9][CH2:10][C:11]1[CH:12]=[C:13]([CH:14]=[CH:15][CH:16]=1)[NH2:17])([O-:3])=[O:2], predict the reactants needed to synthesize it. The reactants are: [N+:1]([C:4]1[CH:5]=[C:6]([CH:25]=[CH:26][CH:27]=1)[CH2:7][S:8][CH2:9][CH2:10][C:11]1[CH:12]=[C:13]([NH:17]C(=O)OC(C)(C)C)[CH:14]=[CH:15][CH:16]=1)([O-:3])=[O:2].FC(F)(F)C(O)=O. (3) Given the product [NH2:25][C:26]1[N:31]=[CH:30][C:29]([O:32][C:33]2[CH:42]=[C:37]([C:38]3[CH:17]=[C:6]4[C:7](=[C:15]([NH2:54])[N:16]=3)[CH:8]=[N:9][C:10]3[CH:11]=[C:12]([O:13][CH3:14])[C:3]([O:2][CH3:1])=[CH:4][C:5]4=3)[CH:36]=[N:35][CH:34]=2)=[CH:28][CH:27]=1, predict the reactants needed to synthesize it. The reactants are: [CH3:1][O:2][C:3]1[CH:4]=[C:5]2[C:10](=[CH:11][C:12]=1[O:13][CH3:14])[N:9]=[CH:8][C:7]([C:15]#[N:16])=[C:6]2[CH3:17].C(OC([N:25](C(OC(C)(C)C)=O)[C:26]1[N:31]=[CH:30][C:29]([O:32][C:33]2[CH:34]=[N:35][CH:36]=[C:37]([CH:42]=2)[C:38](OC)=O)=[CH:28][CH:27]=1)=O)(C)(C)C.C[Si]([N-:54][Si](C)(C)C)(C)C.[Li+].C([O-])(=O)C.[NH4+]. (4) Given the product [C:1]([O:5][C:6](=[O:7])[NH:8][CH2:9][C:10]1[CH:11]=[C:12]2[C:13](=[CH:17][CH:18]=1)[C:14](=[O:16])[N:30]([CH2:29][CH2:28][CH2:27][CH2:26][N:25]([CH2:31][CH2:32][CH3:33])[CH2:22][CH2:23][CH3:24])[C:19]2=[O:21])([CH3:2])([CH3:3])[CH3:4], predict the reactants needed to synthesize it. The reactants are: [C:1]([O:5][C:6]([NH:8][CH2:9][C:10]1[CH:11]=[C:12]([C:19]([OH:21])=O)[C:13](=[CH:17][CH:18]=1)[C:14]([OH:16])=O)=[O:7])([CH3:4])([CH3:3])[CH3:2].[CH2:22]([N:25]([CH2:31][CH2:32][CH3:33])[CH2:26][CH2:27][CH2:28][CH2:29][NH2:30])[CH2:23][CH3:24].O. (5) Given the product [Cl:1][C:2]1[CH:3]=[CH:4][C:5]([O:6][CH:7]2[CH2:12][CH2:11][N:10]([C:13]([C:15]3[CH:16]=[C:17]4[C:21](=[CH:22][CH:23]=3)[N:20]([CH2:29][CH2:30][NH:31][C:32](=[O:38])[O:33][C:34]([CH3:37])([CH3:36])[CH3:35])[CH:19]=[CH:18]4)=[O:14])[CH2:9][CH2:8]2)=[CH:24][CH:25]=1, predict the reactants needed to synthesize it. The reactants are: [Cl:1][C:2]1[CH:25]=[CH:24][C:5]([O:6][CH:7]2[CH2:12][CH2:11][N:10]([C:13]([C:15]3[CH:16]=[C:17]4[C:21](=[CH:22][CH:23]=3)[NH:20][CH:19]=[CH:18]4)=[O:14])[CH2:9][CH2:8]2)=[CH:4][CH:3]=1.[H-].[Na+].Br[CH2:29][CH2:30][NH:31][C:32](=[O:38])[O:33][C:34]([CH3:37])([CH3:36])[CH3:35].O. (6) Given the product [CH2:24]([O:26][C:27](=[O:47])[CH2:28][C:29]1([C:32]2[CH:37]=[CH:36][C:35]([C:2]3[CH:7]=[CH:6][C:5]([C:8]4[O:12][N:11]=[C:10]([CH3:13])[C:9]=4[CH:14]=[CH:15][CH2:16][CH2:17][C:18]4[CH:23]=[CH:22][CH:21]=[CH:20][CH:19]=4)=[CH:4][CH:3]=3)=[CH:34][CH:33]=2)[CH2:31][CH2:30]1)[CH3:25], predict the reactants needed to synthesize it. The reactants are: Br[C:2]1[CH:7]=[CH:6][C:5]([C:8]2[O:12][N:11]=[C:10]([CH3:13])[C:9]=2[CH:14]=[CH:15][CH2:16][CH2:17][C:18]2[CH:23]=[CH:22][CH:21]=[CH:20][CH:19]=2)=[CH:4][CH:3]=1.[CH2:24]([O:26][C:27](=[O:47])[CH2:28][C:29]1([C:32]2[CH:37]=[CH:36][C:35](B3OC(C)(C)C(C)(C)O3)=[CH:34][CH:33]=2)[CH2:31][CH2:30]1)[CH3:25]. (7) Given the product [C:16]([NH:1][CH2:2][CH2:3][S:4][S:5][CH2:6][CH2:7][NH:8][C:9](=[O:15])[O:10][C:11]([CH3:12])([CH3:14])[CH3:13])(=[O:36])[CH2:17][CH2:18][CH2:19]/[CH:20]=[CH:21]\[CH2:22]/[CH:23]=[CH:24]\[CH2:25]/[CH:26]=[CH:27]\[CH2:28]/[CH:29]=[CH:30]\[CH2:31]/[CH:32]=[CH:33]\[CH2:34][CH3:35], predict the reactants needed to synthesize it. The reactants are: [NH2:1][CH2:2][CH2:3][S:4][S:5][CH2:6][CH2:7][NH:8][C:9](=[O:15])[O:10][C:11]([CH3:14])([CH3:13])[CH3:12].[C:16](O)(=[O:36])[CH2:17][CH2:18][CH2:19][CH:20]=[CH:21][CH2:22][CH:23]=[CH:24][CH2:25][CH:26]=[CH:27][CH2:28][CH:29]=[CH:30][CH2:31][CH:32]=[CH:33][CH2:34][CH3:35].CN(C(ON1N=NC2C=CC=NC1=2)=[N+](C)C)C.F[P-](F)(F)(F)(F)F.CCN(C(C)C)C(C)C. (8) Given the product [CH3:3][C:4]1[C:13]2[C:8](=[C:9]([C:18](=[O:20])[CH:19]=[CH:27][C:26]3[CH:29]=[CH:30][C:23]([F:22])=[CH:24][CH:25]=3)[C:10]([O:14][CH2:15][C:16]#[CH:17])=[CH:11][CH:12]=2)[O:7][C:6](=[O:21])[CH:5]=1, predict the reactants needed to synthesize it. The reactants are: [OH-].[K+].[CH3:3][C:4]1[C:13]2[C:8](=[C:9]([C:18](=[O:20])[CH3:19])[C:10]([O:14][CH2:15][C:16]#[CH:17])=[CH:11][CH:12]=2)[O:7][C:6](=[O:21])[CH:5]=1.[F:22][C:23]1[CH:30]=[CH:29][C:26]([CH:27]=O)=[CH:25][CH:24]=1. (9) Given the product [CH:8]1[C:7]2[C:16]3=[C:15]4[C:4](=[CH:5][CH:6]=2)[CH:3]=[CH:2][CH:1]=[C:14]4[CH:13]=[CH:12][C:11]3=[CH:10][CH:9]=1.[NH:17]1[CH:21]=[CH:20][CH:19]=[CH:18]1, predict the reactants needed to synthesize it. The reactants are: [CH:1]1[C:14]2[C:15]3=[C:16]4[C:11](=[CH:12][CH:13]=2)[CH:10]=[CH:9][CH:8]=[C:7]4[CH:6]=[CH:5][C:4]3=[CH:3][CH:2]=1.[NH:17]1[CH:21]=[CH:20][CH:19]=[CH:18]1. (10) Given the product [N:4]1[CH:3]=[C:2]([B:8]([OH:11])[OH:9])[CH:7]=[N:6][CH:5]=1, predict the reactants needed to synthesize it. The reactants are: Br[C:2]1[CH:3]=[N:4][CH:5]=[N:6][CH:7]=1.[B:8](OC)([O:11]C)[O:9]C.[Li]CCCC.Cl.